Dataset: Peptide-MHC class II binding affinity with 134,281 pairs from IEDB. Task: Regression. Given a peptide amino acid sequence and an MHC pseudo amino acid sequence, predict their binding affinity value. This is MHC class II binding data. The peptide sequence is EHREVLWKFDSQLAHRH. The MHC is HLA-DQA10301-DQB10302 with pseudo-sequence HLA-DQA10301-DQB10302. The binding affinity (normalized) is 0.323.